Dataset: Full USPTO retrosynthesis dataset with 1.9M reactions from patents (1976-2016). Task: Predict the reactants needed to synthesize the given product. (1) Given the product [C:2]1([C:12]([N:14]2[CH2:19][CH2:18][N:17]([CH2:23][CH2:22][OH:21])[CH2:16][CH2:15]2)=[O:13])[C:11]2[C:6](=[CH:7][CH:8]=[CH:9][CH:10]=2)[CH:5]=[CH:4][CH:3]=1, predict the reactants needed to synthesize it. The reactants are: Cl.[C:2]1([C:12]([N:14]2[CH2:19][CH2:18][NH:17][CH2:16][CH2:15]2)=[O:13])[C:11]2[C:6](=[CH:7][CH:8]=[CH:9][CH:10]=2)[CH:5]=[CH:4][CH:3]=1.C[O:21][C:22]1C=CC=C[C:23]=1N1CCN(CCO)CC1. (2) Given the product [F:12][C:13]1[CH:14]=[C:15]([C:2]2[N:9]=[C:8]([O:10][CH3:11])[CH:7]=[CH:6][C:3]=2[C:4]#[N:5])[CH:16]=[C:17]([F:19])[CH:18]=1, predict the reactants needed to synthesize it. The reactants are: Cl[C:2]1[N:9]=[C:8]([O:10][CH3:11])[CH:7]=[CH:6][C:3]=1[C:4]#[N:5].[F:12][C:13]1[CH:14]=[C:15](B(O)O)[CH:16]=[C:17]([F:19])[CH:18]=1.C(=O)([O-])[O-].[Na+].[Na+]. (3) Given the product [Cl:1][C:2]1[CH:7]=[CH:6][C:5]([S:8]([N:11]([CH3:18])[C:12]2[CH:13]=[CH:14][CH:15]=[CH:16][CH:17]=2)(=[O:9])=[O:10])=[CH:4][C:3]=1[N:19]1[C:28](=[O:29])[C:27]2[C:22](=[CH:23][CH:24]=[CH:25][CH:26]=2)[N:21]([CH3:31])[C:20]1=[O:30], predict the reactants needed to synthesize it. The reactants are: [Cl:1][C:2]1[CH:7]=[CH:6][C:5]([S:8]([N:11]([CH3:18])[C:12]2[CH:17]=[CH:16][CH:15]=[CH:14][CH:13]=2)(=[O:10])=[O:9])=[CH:4][C:3]=1[N:19]1[C:28](=[O:29])[C:27]2[C:22](=[CH:23][CH:24]=[CH:25][CH:26]=2)[NH:21][C:20]1=[O:30].[C:31](=O)([O-])[O-].[K+].[K+].CI.C(OCC)(=O)C. (4) Given the product [ClH:40].[CH3:1][C:2]1[C:10]2[N:9]=[C:8]([CH2:11][CH2:12][CH3:13])[N:7]([CH2:14][C:15]3[CH:16]=[CH:17][C:18]([C:21]4[C:22]([C:27]([OH:29])=[O:28])=[CH:23][CH:24]=[CH:25][CH:26]=4)=[CH:19][CH:20]=3)[C:6]=2[CH:5]=[C:4]([C:30]2[N:34]([CH3:35])[C:33]3[CH:36]=[CH:37][CH:38]=[CH:39][C:32]=3[N:31]=2)[CH:3]=1, predict the reactants needed to synthesize it. The reactants are: [CH3:1][C:2]1[C:10]2[N:9]=[C:8]([CH2:11][CH2:12][CH3:13])[N:7]([CH2:14][C:15]3[CH:20]=[CH:19][C:18]([C:21]4[C:22]([C:27]([OH:29])=[O:28])=[CH:23][CH:24]=[CH:25][CH:26]=4)=[CH:17][CH:16]=3)[C:6]=2[CH:5]=[C:4]([C:30]2[N:34]([CH3:35])[C:33]3[CH:36]=[CH:37][CH:38]=[CH:39][C:32]=3[N:31]=2)[CH:3]=1.[ClH:40]. (5) Given the product [CH:1]1([CH2:4][O:5][C:6]2[C:11]([O:12][CH3:13])=[CH:10][CH:9]=[C:8]([C:14]3[CH:22]=[CH:21][CH:20]=[C:19]4[C:15]=3[CH2:16][CH2:17][C:18]4=[O:23])[C:7]=2[O:24][CH2:32][C:33]([NH:35][CH2:36][CH2:37][CH3:38])=[O:34])[CH2:3][CH2:2]1, predict the reactants needed to synthesize it. The reactants are: [CH:1]1([CH2:4][O:5][C:6]2[C:7]([OH:24])=[C:8]([C:14]3[CH:22]=[CH:21][CH:20]=[C:19]4[C:15]=3[CH2:16][CH2:17][C:18]4=[O:23])[CH:9]=[CH:10][C:11]=2[O:12][CH3:13])[CH2:3][CH2:2]1.C(=O)([O-])[O-].[K+].[K+].Br[CH2:32][C:33]([NH:35][CH2:36][CH2:37][CH3:38])=[O:34]. (6) The reactants are: [Br:1][C:2]1[CH:11]=[C:10]2[C:5]([CH2:6][CH2:7][N:8]([CH2:16][C:17]([N:19]([C:28]([CH3:31])([CH3:30])[CH3:29])[CH2:20][CH2:21][C:22]([CH3:27])([CH3:26])[CH2:23][C:24]#[CH:25])=[O:18])[CH:9]2[CH2:12][O:13]CC)=[CH:4][C:3]=1[O:32][CH3:33].[OH-].[K+].[O:36]1CCOCC1.Cl. Given the product [Br:1][C:2]1[CH:11]=[C:10]2[C:5]([CH2:6][CH2:7][N:8]([CH2:16][C:17]([N:19]([C:28]([CH3:30])([CH3:31])[CH3:29])[CH2:20][CH2:21][C:22]([CH3:27])([CH3:26])[CH2:23][C:24]#[CH:25])=[O:18])[CH:9]2[C:12]([OH:36])=[O:13])=[CH:4][C:3]=1[O:32][CH3:33], predict the reactants needed to synthesize it. (7) Given the product [CH3:14][O:13][C:5]1[C:4]([B:1]2[O:3][CH:17]3[C:16]([CH3:24])([CH:15]4[CH2:23][CH:19]([CH2:18]3)[C:20]4([CH3:22])[CH3:21])[O:2]2)=[CH:12][CH:11]=[CH:10][C:6]=1[C:7]([OH:9])=[O:8], predict the reactants needed to synthesize it. The reactants are: [B:1]([C:4]1[C:5]([O:13][CH3:14])=[C:6]([CH:10]=[CH:11][CH:12]=1)[C:7]([OH:9])=[O:8])([OH:3])[OH:2].[C:15]12(O)[CH2:23][CH:19]([C:20]1([CH3:22])[CH3:21])[CH2:18][CH2:17][C:16]2(O)[CH3:24].